Regression/Classification. Given a drug SMILES string, predict its absorption, distribution, metabolism, or excretion properties. Task type varies by dataset: regression for continuous measurements (e.g., permeability, clearance, half-life) or binary classification for categorical outcomes (e.g., BBB penetration, CYP inhibition). Dataset: hlm. From a dataset of Human liver microsome stability data. (1) The drug is CCN(C(=O)CCN1CCN(C(=O)c2ccco2)CC1)c1ccc2c(C)cc(=O)oc2c1. The result is 0 (unstable in human liver microsomes). (2) The compound is CCc1ccncc1-c1ccc(CN)o1. The result is 0 (unstable in human liver microsomes). (3) The drug is CCOC(=O)c1cnc2ccc(-c3cc(Cl)c(O)c(Cl)c3)nc2c1NC1CCN(C)CC1. The result is 0 (unstable in human liver microsomes).